Dataset: Forward reaction prediction with 1.9M reactions from USPTO patents (1976-2016). Task: Predict the product of the given reaction. (1) The product is: [O:25]1[C:29]2=[CH:30][N:31]=[CH:32][CH:33]=[C:28]2[CH:27]=[C:26]1[C:34]([NH:1][CH2:2][C:3]1[N:8]=[CH:7][C:6]([S:9]([CH:12]2[CH2:13][CH2:14][N:15]([C:18]([O:20][C:21]([CH3:24])([CH3:23])[CH3:22])=[O:19])[CH2:16][CH2:17]2)(=[O:10])=[O:11])=[CH:5][CH:4]=1)=[O:35]. Given the reactants [NH2:1][CH2:2][C:3]1[N:8]=[CH:7][C:6]([S:9]([CH:12]2[CH2:17][CH2:16][N:15]([C:18]([O:20][C:21]([CH3:24])([CH3:23])[CH3:22])=[O:19])[CH2:14][CH2:13]2)(=[O:11])=[O:10])=[CH:5][CH:4]=1.[O:25]1[C:29]2=[CH:30][N:31]=[CH:32][CH:33]=[C:28]2[CH:27]=[C:26]1[C:34](O)=[O:35].CCN=C=NCCCN(C)C.C1C=CC2N(O)N=NC=2C=1.C(N(CC)CC)C, predict the reaction product. (2) Given the reactants [C:1]([O:5][C:6]([N:8]1[CH2:13][CH2:12][N:11]([CH2:14][C:15]([O:17]CC)=[O:16])[CH2:10][CH2:9]1)=[O:7])([CH3:4])([CH3:3])[CH3:2].[OH-].[Na+], predict the reaction product. The product is: [C:1]([O:5][C:6]([N:8]1[CH2:9][CH2:10][N:11]([CH2:14][C:15]([OH:17])=[O:16])[CH2:12][CH2:13]1)=[O:7])([CH3:4])([CH3:2])[CH3:3]. (3) Given the reactants [CH2:1]([O:3][C:4](=[O:18])[C:5]([C:10]([C:12]1[CH:16]=[C:15]([Cl:17])[O:14][N:13]=1)=O)=[CH:6][N:7](C)C)[CH3:2].Cl.[C:20]([NH:24]N)([CH3:23])([CH3:22])[CH3:21].C([O-])(=O)C.[Na+], predict the reaction product. The product is: [CH2:1]([O:3][C:4]([C:5]1[CH:6]=[N:7][N:24]([C:20]([CH3:23])([CH3:22])[CH3:21])[C:10]=1[C:12]1[CH:16]=[C:15]([Cl:17])[O:14][N:13]=1)=[O:18])[CH3:2]. (4) The product is: [CH2:1]([C@@H:8]([CH2:24][CH2:25][C@H:26]([CH3:42])[C:27]([N:29]1[C@@H:33]([CH2:34][C:35]2[CH:36]=[CH:37][CH:38]=[CH:39][CH:40]=2)[CH2:32][O:31][C:30]1=[O:41])=[O:28])[C:9]([N:11]1[C@@H:15]([CH2:16][C:17]2[CH:22]=[CH:21][CH:20]=[CH:19][CH:18]=2)[CH2:14][O:13][C:12]1=[O:23])=[O:10])[C:2]1[CH:3]=[CH:4][CH:5]=[CH:6][CH:7]=1. Given the reactants [CH2:1]([C@@H:8](/[CH:24]=[CH:25]/[C@H:26]([CH3:42])[C:27]([N:29]1[C@@H:33]([CH2:34][C:35]2[CH:40]=[CH:39][CH:38]=[CH:37][CH:36]=2)[CH2:32][O:31][C:30]1=[O:41])=[O:28])[C:9]([N:11]1[C@@H:15]([CH2:16][C:17]2[CH:22]=[CH:21][CH:20]=[CH:19][CH:18]=2)[CH2:14][O:13][C:12]1=[O:23])=[O:10])[C:2]1[CH:7]=[CH:6][CH:5]=[CH:4][CH:3]=1, predict the reaction product. (5) Given the reactants Br[C:2]1[S:3][C:4]([S:8]([NH:11][C:12]2[N:17]=[C:16]([NH:18][C:19](=[O:25])[O:20][C:21]([CH3:24])([CH3:23])[CH3:22])[CH:15]=[C:14]([CH3:26])[CH:13]=2)(=[O:10])=[O:9])=[C:5]([CH3:7])[N:6]=1.[C:27]([C:29]1[CH:34]=[CH:33][C:32](B(O)O)=[CH:31][CH:30]=1)#[N:28].C(=O)([O-])[O-].[Cs+].[Cs+], predict the reaction product. The product is: [C:27]([C:29]1[CH:34]=[CH:33][C:32]([C:2]2[S:3][C:4]([S:8]([NH:11][C:12]3[N:17]=[C:16]([NH:18][C:19](=[O:25])[O:20][C:21]([CH3:24])([CH3:23])[CH3:22])[CH:15]=[C:14]([CH3:26])[CH:13]=3)(=[O:10])=[O:9])=[C:5]([CH3:7])[N:6]=2)=[CH:31][CH:30]=1)#[N:28]. (6) The product is: [C:50]([C:48]1[CH:49]=[C:45]([NH:44][C:43]([NH:32][C@@H:25]2[C:26]3[C:31](=[CH:30][CH:29]=[CH:28][CH:27]=3)[C@H:22]([O:21][C:18]3[CH:19]=[CH:20][C:15]4[N:16]([C:12]([N:8]5[CH2:9][CH2:10][CH2:11][C@@H:7]5[CH2:6][O:5][Si:4]([CH:1]([CH3:2])[CH3:3])([CH:33]([CH3:35])[CH3:34])[CH:36]([CH3:38])[CH3:37])=[N:13][N:14]=4)[CH:17]=3)[CH2:23][CH2:24]2)=[O:42])[N:46]([C:54]2[CH:59]=[CH:58][C:57]([CH3:60])=[CH:56][CH:55]=2)[N:47]=1)([CH3:53])([CH3:51])[CH3:52]. Given the reactants [CH:1]([Si:4]([CH:36]([CH3:38])[CH3:37])([CH:33]([CH3:35])[CH3:34])[O:5][CH2:6][C@H:7]1[CH2:11][CH2:10][CH2:9][N:8]1[C:12]1[N:16]2[CH:17]=[C:18]([O:21][C@H:22]3[C:31]4[C:26](=[CH:27][CH:28]=[CH:29][CH:30]=4)[C@@H:25]([NH2:32])[CH2:24][CH2:23]3)[CH:19]=[CH:20][C:15]2=[N:14][N:13]=1)([CH3:3])[CH3:2].ClC(Cl)(Cl)C[O:42][C:43](=O)[NH:44][C:45]1[N:46]([C:54]2[CH:59]=[CH:58][C:57]([CH3:60])=[CH:56][CH:55]=2)[N:47]=[C:48]([C:50]([CH3:53])([CH3:52])[CH3:51])[CH:49]=1.CCN(C(C)C)C(C)C.N, predict the reaction product. (7) Given the reactants [CH2:1]1[O:13][C:12]2[C:11]([O:14][CH3:15])=[CH:10][C:5]([C:6](OC)=[O:7])=[CH:4][C:3]=2[O:2]1.[H-].[Al+3].[Li+].[H-].[H-].[H-], predict the reaction product. The product is: [CH2:1]1[O:13][C:12]2[C:11]([O:14][CH3:15])=[CH:10][C:5]([CH2:6][OH:7])=[CH:4][C:3]=2[O:2]1. (8) Given the reactants [Br:1][C:2]1[CH:7]=[C:6]([CH3:8])[C:5]([N:9]2[C:13]3[N:14]=[C:15]([CH3:26])[N:16]=[C:17]([N:18]4[CH2:23][CH2:22][CH:21]([CH2:24][OH:25])[CH2:20][CH2:19]4)[C:12]=3[C:11]([CH3:27])=[CH:10]2)=[C:4]([CH3:28])[CH:3]=1.[P:29](Cl)([O:34][CH2:35][CH3:36])([O:31][CH2:32][CH3:33])=[O:30], predict the reaction product. The product is: [CH2:32]([O:31][P:29](=[O:30])([O:34][CH2:35][CH3:36])[O:25][CH2:24][CH:21]1[CH2:22][CH2:23][N:18]([C:17]2[C:12]3[C:11]([CH3:27])=[CH:10][N:9]([C:5]4[C:6]([CH3:8])=[CH:7][C:2]([Br:1])=[CH:3][C:4]=4[CH3:28])[C:13]=3[N:14]=[C:15]([CH3:26])[N:16]=2)[CH2:19][CH2:20]1)[CH3:33]. (9) Given the reactants [NH:1]1[CH2:6][CH2:5][CH:4]([CH2:7][NH:8]C(=O)OC(C)(C)C)[CH2:3][CH2:2]1.C(N(CC)CC)C.[CH3:23][S:24]([Cl:27])(=[O:26])=[O:25].C(OCC)(=O)C, predict the reaction product. The product is: [ClH:27].[CH3:23][S:24]([N:1]1[CH2:6][CH2:5][CH:4]([CH2:7][NH2:8])[CH2:3][CH2:2]1)(=[O:26])=[O:25]. (10) Given the reactants [NH2:1][C@@H:2]1[CH2:7][CH2:6][N:5]([C:8]2[C:9]([Cl:40])=[C:10]([NH:16][C:17]3[N:22]=[C:21]([N:23]([CH2:33][CH3:34])[CH2:24][C:25]4[CH:30]=[CH:29][C:28]([O:31][CH3:32])=[CH:27][CH:26]=4)[C:20]4=[N:35][CH:36]=[C:37]([C:38]#[N:39])[N:19]4[N:18]=3)[CH:11]=[C:12]([C:14]#[N:15])[CH:13]=2)[CH2:4][C@H:3]1[OH:41].CCN(C(C)C)C(C)C.Cl[CH2:52][CH:53]1[CH2:55][O:54]1, predict the reaction product. The product is: [Cl:40][C:9]1[C:8]([N:5]2[CH2:6][CH2:7][C@@H:2]([N:1]3[CH2:55][CH:53]([OH:54])[CH2:52]3)[C@H:3]([OH:41])[CH2:4]2)=[CH:13][C:12]([C:14]#[N:15])=[CH:11][C:10]=1[NH:16][C:17]1[N:22]=[C:21]([N:23]([CH2:33][CH3:34])[CH2:24][C:25]2[CH:26]=[CH:27][C:28]([O:31][CH3:32])=[CH:29][CH:30]=2)[C:20]2=[N:35][CH:36]=[C:37]([C:38]#[N:39])[N:19]2[N:18]=1.